Dataset: Reaction yield outcomes from USPTO patents with 853,638 reactions. Task: Predict the reaction yield, written as a fraction of the theoretical maximum amount of product (1.0 means a 100% yield; for example, 0.34 means a 34% yield). (1) The yield is 0.900. The product is [Br:1][C:2]1[CH:9]=[CH:8][C:5](/[CH:6]=[N:16]/[S:14]([C:11]([CH3:13])([CH3:12])[CH3:10])=[O:15])=[CH:4][CH:3]=1. The catalyst is C(Cl)Cl.[Cu]. The reactants are [Br:1][C:2]1[CH:9]=[CH:8][C:5]([CH:6]=O)=[CH:4][CH:3]=1.[CH3:10][C:11]([S@@:14]([NH2:16])=[O:15])([CH3:13])[CH3:12]. (2) The reactants are [C:1]([C:4]1[C:5]([OH:15])=[CH:6][C:7]([OH:14])=[C:8]([CH:13]=1)[C:9]([O:11][CH3:12])=[O:10])(=[O:3])[CH3:2].C(=O)([O-])[O-].[K+].[K+].[CH2:22](Br)[C:23]1[CH:28]=[CH:27][CH:26]=[CH:25][CH:24]=1. The catalyst is C(#N)C. The product is [C:1]([C:4]1[C:5]([O:15][CH2:1][C:4]2[CH:5]=[CH:6][CH:7]=[CH:8][CH:13]=2)=[CH:6][C:7]([O:14][CH2:22][C:23]2[CH:28]=[CH:27][CH:26]=[CH:25][CH:24]=2)=[C:8]([CH:13]=1)[C:9]([O:11][CH3:12])=[O:10])(=[O:3])[CH3:2]. The yield is 0.710.